This data is from Forward reaction prediction with 1.9M reactions from USPTO patents (1976-2016). The task is: Predict the product of the given reaction. Given the reactants FC(F)(F)S(O[C:7]1[C:8]([C:18]([N:20]([O:22][CH3:23])[CH3:21])=[O:19])=[CH:9][C:10]([Cl:17])=[C:11]2[C:16]=1[N:15]=[CH:14][CH:13]=[CH:12]2)(=O)=O.[F:26][C:27]1[CH:32]=[CH:31][CH:30]=[CH:29][C:28]=1B(O)O.C(=O)([O-])[O-].[Na+].[Na+].O, predict the reaction product. The product is: [Cl:17][C:10]1[CH:9]=[C:8]([C:18]([N:20]([O:22][CH3:23])[CH3:21])=[O:19])[C:7]([C:28]2[CH:29]=[CH:30][CH:31]=[CH:32][C:27]=2[F:26])=[C:16]2[C:11]=1[CH:12]=[CH:13][CH:14]=[N:15]2.